This data is from Peptide-MHC class II binding affinity with 134,281 pairs from IEDB. The task is: Regression. Given a peptide amino acid sequence and an MHC pseudo amino acid sequence, predict their binding affinity value. This is MHC class II binding data. (1) The peptide sequence is LVTVNPIASTNDDEV. The MHC is DRB4_0101 with pseudo-sequence DRB4_0103. The binding affinity (normalized) is 0.312. (2) The peptide sequence is FSKNYQDYEYLINVIHAFQY. The MHC is H-2-IAd with pseudo-sequence H-2-IAd. The binding affinity (normalized) is 0.162. (3) The peptide sequence is INEPTAAAIAYGLKR. The MHC is HLA-DQA10102-DQB10602 with pseudo-sequence HLA-DQA10102-DQB10602. The binding affinity (normalized) is 0.761. (4) The peptide sequence is DPEDSALLEDPA. The MHC is HLA-DQA10501-DQB10301 with pseudo-sequence HLA-DQA10501-DQB10301. The binding affinity (normalized) is 0.105. (5) The peptide sequence is YFVAILDYLNHMAKE. The MHC is DRB1_1302 with pseudo-sequence DRB1_1302. The binding affinity (normalized) is 0.603. (6) The peptide sequence is VELQIVDKIDAAFKI. The MHC is DRB5_0101 with pseudo-sequence DRB5_0101. The binding affinity (normalized) is 0.682. (7) The peptide sequence is YAHAAHAAHAAHAAHAA. The MHC is H-2-IAd with pseudo-sequence H-2-IAd. The binding affinity (normalized) is 0.814. (8) The peptide sequence is YDSNIMNSINNVMDE. The MHC is HLA-DQA10101-DQB10501 with pseudo-sequence HLA-DQA10101-DQB10501. The binding affinity (normalized) is 0.256.